Predict the reaction yield, written as a fraction of the theoretical maximum amount of product (1.0 means a 100% yield; for example, 0.34 means a 34% yield). From a dataset of Reaction yield outcomes from USPTO patents with 853,638 reactions. (1) The reactants are I[C:2]1[CH:7]=[CH:6][CH:5]=[C:4](I)[CH:3]=1.[NH:9]1[C:13]2[CH:14]=CC=C[C:12]=2[N:11]=[CH:10]1.[N:18]1[C:31]2[C:22](=[CH:23][CH:24]=[C:25]3[C:30]=2[N:29]=[CH:28][CH:27]=[CH:26]3)C=C[CH:19]=1.C(=O)([O-])[O-].[Cs+].[Cs+]. The catalyst is CN(C=O)C.C(Cl)Cl.[Cu]I.CO. The product is [N:9]1([C:13]2[CH:14]=[CH:26][CH:27]=[C:28]([N:29]3[C:30]4[CH:25]=[CH:24][CH:23]=[CH:22][C:31]=4[N:18]=[CH:19]3)[CH:12]=2)[C:3]2[CH:4]=[CH:5][CH:6]=[CH:7][C:2]=2[N:11]=[CH:10]1. The yield is 0.510. (2) The reactants are [CH3:1][CH:2]([CH2:7][C:8]1[NH:9][C:10]2[C:15]([CH:16]=1)=[CH:14][C:13]([O:17]CC1C=CC=CC=1)=[CH:12][CH:11]=2)[C:3]([O:5][CH3:6])=[O:4]. The catalyst is C(O)C.[Pd]. The product is [OH:17][C:13]1[CH:14]=[C:15]2[C:10](=[CH:11][CH:12]=1)[NH:9][C:8]([CH2:7][CH:2]([CH3:1])[C:3]([O:5][CH3:6])=[O:4])=[CH:16]2. The yield is 0.850. (3) The catalyst is CN(C=O)C. The product is [N:29]1([C:2]2[S:3][C:4]([C:7]3[CH:8]=[N:9][N:10]4[CH:15]=[CH:14][C:13]([N:16]5[CH2:20][CH2:19][CH2:18][C@@H:17]5[C:21]5[CH:26]=[C:25]([F:27])[CH:24]=[CH:23][C:22]=5[F:28])=[N:12][C:11]=34)=[N:5][N:6]=2)[CH2:35][CH2:34][CH2:33][NH:32][CH2:31][CH2:30]1. The yield is 0.150. The reactants are Br[C:2]1[S:3][C:4]([C:7]2[CH:8]=[N:9][N:10]3[CH:15]=[CH:14][C:13]([N:16]4[CH2:20][CH2:19][CH2:18][C@@H:17]4[C:21]4[CH:26]=[C:25]([F:27])[CH:24]=[CH:23][C:22]=4[F:28])=[N:12][C:11]=23)=[N:5][N:6]=1.[NH:29]1[CH2:35][CH2:34][CH2:33][NH:32][CH2:31][CH2:30]1.CCN(C(C)C)C(C)C.O. (4) The reactants are [Br:1][C:2]1[CH:7]=[CH:6][C:5]([S:8]([N:11]([CH3:13])[CH3:12])(=[O:10])=[O:9])=[C:4](F)[CH:3]=1.[C-:15]#[N:16].[Na+]. The catalyst is CN(C=O)C. The product is [Br:1][C:2]1[CH:7]=[CH:6][C:5]([S:8]([N:11]([CH3:13])[CH3:12])(=[O:10])=[O:9])=[C:4]([C:15]#[N:16])[CH:3]=1. The yield is 0.0700. (5) The yield is 0.0820. No catalyst specified. The product is [Na:1].[F:42][CH2:43][C:44]1([CH2:10][O:9][C:8]2[CH:7]=[CH:6][N:5]=[C:4]([CH2:20][S:21]([C:23]3[NH:24][C:25]4[CH:31]=[CH:30][CH:29]=[CH:28][C:26]=4[N:27]=3)=[O:22])[C:3]=2[CH3:2])[O:48][CH2:47][CH2:46][O:45]1. The reactants are [Na:1].[CH3:2][C:3]1[C:4]([CH2:20][S:21]([C:23]2[NH:27][C:26]3[CH:28]=[CH:29][CH:30]=[CH:31][C:25]=3[N:24]=2)=[O:22])=[N:5][CH:6]=[CH:7][C:8]=1[O:9][CH2:10]CC1(CCC)OCCO1.ClC1C=C[N+]([O-])=C(C)C=1C.[F:42][CH2:43][C:44]1(CO)[O:48][CH2:47][CH2:46][O:45]1. (6) The reactants are [OH:1][C:2]([CH3:11])([CH2:8][CH2:9][CH3:10])[C:3]([O:5]CC)=[O:4].[Li+].[OH-]. The catalyst is CO. The product is [OH:1][C:2]([CH3:11])([CH2:8][CH2:9][CH3:10])[C:3]([OH:5])=[O:4]. The yield is 0.242. (7) The reactants are [C:1]([NH:4][CH2:5][CH2:6][O:7][C@@H:8]([C:22]1[CH:27]=[CH:26][CH:25]=[C:24]([F:28])[C:23]=1[C:29]1[CH:34]=[CH:33][CH:32]=[C:31]([CH3:35])[CH:30]=1)[C@@H:9]1[CH2:14][CH2:13][CH2:12][N:11](C(OC(C)(C)C)=O)[CH2:10]1)(=[O:3])[CH3:2].C([O-])(O)=O.[Na+]. The catalyst is C(O)(C(F)(F)F)=O.C(Cl)Cl. The product is [F:28][C:24]1[C:23]([C:29]2[CH:34]=[CH:33][CH:32]=[C:31]([CH3:35])[CH:30]=2)=[C:22]([C@@H:8]([C@@H:9]2[CH2:14][CH2:13][CH2:12][NH:11][CH2:10]2)[O:7][CH2:6][CH2:5][NH:4][C:1](=[O:3])[CH3:2])[CH:27]=[CH:26][CH:25]=1. The yield is 0.320. (8) The reactants are [Cl:1][C:2]1[C:3]([CH3:36])=[N:4][O:5][C:6]=1[N:7]([CH2:30][O:31][CH2:32][CH2:33][O:34][CH3:35])[S:8]([C:11]1[C:19]2[C:14](=[N:15][CH:16]=[CH:17][CH:18]=2)[S:13][C:12]=1[CH:20](O)[C:21]1[CH:26]=[CH:25][C:24]([CH3:27])=[CH:23][C:22]=1[CH3:28])(=[O:10])=[O:9].C([SiH](CC)CC)C.B(F)(F)F.CCOCC. The catalyst is C(Cl)Cl. The product is [Cl:1][C:2]1[C:3]([CH3:36])=[N:4][O:5][C:6]=1[N:7]([CH2:30][O:31][CH2:32][CH2:33][O:34][CH3:35])[S:8]([C:11]1[C:19]2[C:14](=[N:15][CH:16]=[CH:17][CH:18]=2)[S:13][C:12]=1[CH2:20][C:21]1[CH:26]=[CH:25][C:24]([CH3:27])=[CH:23][C:22]=1[CH3:28])(=[O:9])=[O:10]. The yield is 0.530. (9) The reactants are [CH2:1]([Mg]Br)[CH:2]([CH3:4])[CH3:3].C(OCC)C.CC(O[B:16]1[O:20][C@@H:19]2[CH2:21][C@@H:22]3[CH2:25][C@H:24]([C@:18]2([CH3:28])[O:17]1)[C:23]3([CH3:27])[CH3:26])C.[Na+].[Cl-]. The catalyst is O1CCCC1.S(=O)(=O)(O)O.C(OC(C)C)(C)C. The product is [CH3:3][CH:2]([CH3:4])[CH2:1][B:16]1[O:20][C@@H:19]2[CH2:21][C@@H:22]3[CH2:25][C@H:24]([C@:18]2([CH3:28])[O:17]1)[C:23]3([CH3:27])[CH3:26]. The yield is 0.620.